This data is from Catalyst prediction with 721,799 reactions and 888 catalyst types from USPTO. The task is: Predict which catalyst facilitates the given reaction. Reactant: [O:1]1[CH2:3][CH:2]1[CH2:4][N:5]1[CH:9]=[C:8]([C:10]2[CH:15]=[CH:14][N:13]=[CH:12][CH:11]=2)[C:7]([C:16]2[CH:21]=[CH:20][C:19]([C:22]([F:25])([F:24])[F:23])=[CH:18][CH:17]=2)=[N:6]1.[Cl:26][C:27]1[CH:43]=[CH:42][C:30]2[N:31]([CH3:41])[C:32](=[O:40])[N:33]([CH:34]3[CH2:39][CH2:38][NH:37][CH2:36][CH2:35]3)[C:29]=2[CH:28]=1.C(N(CC)CC)C. Product: [Cl:26][C:27]1[CH:43]=[CH:42][C:30]2[N:31]([CH3:41])[C:32](=[O:40])[N:33]([CH:34]3[CH2:39][CH2:38][N:37]([CH2:3][CH:2]([OH:1])[CH2:4][N:5]4[CH:9]=[C:8]([C:10]5[CH:11]=[CH:12][N:13]=[CH:14][CH:15]=5)[C:7]([C:16]5[CH:17]=[CH:18][C:19]([C:22]([F:25])([F:24])[F:23])=[CH:20][CH:21]=5)=[N:6]4)[CH2:36][CH2:35]3)[C:29]=2[CH:28]=1. The catalyst class is: 14.